From a dataset of NCI-60 drug combinations with 297,098 pairs across 59 cell lines. Regression. Given two drug SMILES strings and cell line genomic features, predict the synergy score measuring deviation from expected non-interaction effect. (1) Drug 1: CC1=C2C(C(=O)C3(C(CC4C(C3C(C(C2(C)C)(CC1OC(=O)C(C(C5=CC=CC=C5)NC(=O)OC(C)(C)C)O)O)OC(=O)C6=CC=CC=C6)(CO4)OC(=O)C)OC)C)OC. Drug 2: CC=C1C(=O)NC(C(=O)OC2CC(=O)NC(C(=O)NC(CSSCCC=C2)C(=O)N1)C(C)C)C(C)C. Cell line: NCI-H226. Synergy scores: CSS=68.8, Synergy_ZIP=8.14, Synergy_Bliss=7.77, Synergy_Loewe=3.31, Synergy_HSA=11.3. (2) Drug 1: CC1CCC2CC(C(=CC=CC=CC(CC(C(=O)C(C(C(=CC(C(=O)CC(OC(=O)C3CCCCN3C(=O)C(=O)C1(O2)O)C(C)CC4CCC(C(C4)OC)OCCO)C)C)O)OC)C)C)C)OC. Drug 2: CS(=O)(=O)OCCCCOS(=O)(=O)C. Cell line: K-562. Synergy scores: CSS=8.47, Synergy_ZIP=-3.99, Synergy_Bliss=-3.09, Synergy_Loewe=-14.2, Synergy_HSA=-3.58. (3) Drug 1: CC1=C(C=C(C=C1)NC2=NC=CC(=N2)N(C)C3=CC4=NN(C(=C4C=C3)C)C)S(=O)(=O)N.Cl. Drug 2: C1=NC2=C(N1)C(=S)N=C(N2)N. Cell line: NCI/ADR-RES. Synergy scores: CSS=31.8, Synergy_ZIP=1.71, Synergy_Bliss=2.13, Synergy_Loewe=-11.6, Synergy_HSA=1.15. (4) Drug 1: CCC1=CC2CC(C3=C(CN(C2)C1)C4=CC=CC=C4N3)(C5=C(C=C6C(=C5)C78CCN9C7C(C=CC9)(C(C(C8N6C)(C(=O)OC)O)OC(=O)C)CC)OC)C(=O)OC.C(C(C(=O)O)O)(C(=O)O)O. Drug 2: C#CCC(CC1=CN=C2C(=N1)C(=NC(=N2)N)N)C3=CC=C(C=C3)C(=O)NC(CCC(=O)O)C(=O)O. Cell line: NCI-H322M. Synergy scores: CSS=10.8, Synergy_ZIP=-0.349, Synergy_Bliss=-1.38, Synergy_Loewe=-0.537, Synergy_HSA=-0.910. (5) Drug 1: CN(CCCl)CCCl.Cl. Drug 2: COCCOC1=C(C=C2C(=C1)C(=NC=N2)NC3=CC=CC(=C3)C#C)OCCOC.Cl. Cell line: NCI-H522. Synergy scores: CSS=29.6, Synergy_ZIP=-4.01, Synergy_Bliss=-3.10, Synergy_Loewe=-3.37, Synergy_HSA=-0.997. (6) Drug 1: CC1=C2C(C(=O)C3(C(CC4C(C3C(C(C2(C)C)(CC1OC(=O)C(C(C5=CC=CC=C5)NC(=O)OC(C)(C)C)O)O)OC(=O)C6=CC=CC=C6)(CO4)OC(=O)C)OC)C)OC. Drug 2: CNC(=O)C1=NC=CC(=C1)OC2=CC=C(C=C2)NC(=O)NC3=CC(=C(C=C3)Cl)C(F)(F)F. Cell line: MCF7. Synergy scores: CSS=54.7, Synergy_ZIP=-1.43, Synergy_Bliss=-2.60, Synergy_Loewe=0.712, Synergy_HSA=3.20. (7) Drug 1: C1=CC(=CC=C1CC(C(=O)O)N)N(CCCl)CCCl.Cl. Drug 2: CC1=C(C=C(C=C1)C(=O)NC2=CC(=CC(=C2)C(F)(F)F)N3C=C(N=C3)C)NC4=NC=CC(=N4)C5=CN=CC=C5. Cell line: MALME-3M. Synergy scores: CSS=1.18, Synergy_ZIP=-2.72, Synergy_Bliss=1.24, Synergy_Loewe=-2.95, Synergy_HSA=-1.83. (8) Drug 1: CC1C(C(CC(O1)OC2CC(CC3=C2C(=C4C(=C3O)C(=O)C5=C(C4=O)C(=CC=C5)OC)O)(C(=O)C)O)N)O.Cl. Drug 2: CCC1=C2CN3C(=CC4=C(C3=O)COC(=O)C4(CC)O)C2=NC5=C1C=C(C=C5)O. Cell line: OVCAR3. Synergy scores: CSS=51.4, Synergy_ZIP=-2.25, Synergy_Bliss=-1.13, Synergy_Loewe=-6.44, Synergy_HSA=2.51. (9) Drug 1: CC1CCC2CC(C(=CC=CC=CC(CC(C(=O)C(C(C(=CC(C(=O)CC(OC(=O)C3CCCCN3C(=O)C(=O)C1(O2)O)C(C)CC4CCC(C(C4)OC)OCCO)C)C)O)OC)C)C)C)OC. Drug 2: C1CN(CCN1C(=O)CCBr)C(=O)CCBr. Cell line: SNB-75. Synergy scores: CSS=23.4, Synergy_ZIP=-5.36, Synergy_Bliss=-4.61, Synergy_Loewe=-0.00840, Synergy_HSA=0.761. (10) Drug 1: C1CCN(CC1)CCOC2=CC=C(C=C2)C(=O)C3=C(SC4=C3C=CC(=C4)O)C5=CC=C(C=C5)O. Drug 2: COC1=C2C(=CC3=C1OC=C3)C=CC(=O)O2. Cell line: SNB-75. Synergy scores: CSS=1.97, Synergy_ZIP=-1.50, Synergy_Bliss=-2.23, Synergy_Loewe=-2.37, Synergy_HSA=-1.44.